From a dataset of Forward reaction prediction with 1.9M reactions from USPTO patents (1976-2016). Predict the product of the given reaction. (1) Given the reactants CO[C:3]1[CH:30]=[CH:29][C:6]([CH2:7][O:8][C:9]2[CH:10]=[C:11]3[C:16](=[CH:17][C:18]=2[O:19][CH3:20])[N:15]=[N:14][CH:13]=[C:12]3[C:21]2[CH:22]=[N:23][C:24](F)=[C:25]([CH3:27])[CH:26]=2)=[CH:5][CH:4]=1.[NH:31]1[CH2:36][CH2:35][CH:34]([C:37]([OH:40])([CH3:39])[CH3:38])[CH2:33][CH2:32]1, predict the reaction product. The product is: [CH2:7]([O:8][C:9]1[CH:10]=[C:11]2[C:16](=[CH:17][C:18]=1[O:19][CH3:20])[N:15]=[N:14][CH:13]=[C:12]2[C:21]1[CH:26]=[C:25]([CH3:27])[C:24]([N:31]2[CH2:36][CH2:35][CH:34]([C:37]([OH:40])([CH3:39])[CH3:38])[CH2:33][CH2:32]2)=[N:23][CH:22]=1)[C:6]1[CH:5]=[CH:4][CH:3]=[CH:30][CH:29]=1. (2) Given the reactants [CH3:1][O:2][C:3](=[O:25])[CH:4]([N:11]1[CH2:16][CH2:15][N:14]([C:17]2[CH:22]=[CH:21][C:20]([NH2:23])=[CH:19][C:18]=2[Cl:24])[CH2:13][CH2:12]1)[C:5]1[CH:10]=[CH:9][CH:8]=[CH:7][CH:6]=1.[CH3:26][C:27]1[CH:35]=[CH:34][CH:33]=[CH:32][C:28]=1[C:29](O)=[O:30].C(Cl)CCl.C1C=CC2N(O)N=NC=2C=1.CN1CCOCC1, predict the reaction product. The product is: [CH3:1][O:2][C:3](=[O:25])[CH:4]([N:11]1[CH2:12][CH2:13][N:14]([C:17]2[CH:22]=[CH:21][C:20]([NH:23][C:29](=[O:30])[C:28]3[CH:32]=[CH:33][CH:34]=[CH:35][C:27]=3[CH3:26])=[CH:19][C:18]=2[Cl:24])[CH2:15][CH2:16]1)[C:5]1[CH:10]=[CH:9][CH:8]=[CH:7][CH:6]=1. (3) Given the reactants [OH:1][CH:2]1[CH2:7][CH2:6][N:5]([C:8]([O:10][C:11]([CH3:14])([CH3:13])[CH3:12])=[O:9])[CH2:4][CH2:3]1.C(N(CC)CC)C.[F:22][C:23]([F:35])([F:34])[C:24]1[CH:29]=[CH:28][C:27]([S:30](Cl)(=[O:32])=[O:31])=[CH:26][CH:25]=1, predict the reaction product. The product is: [F:35][C:23]([F:22])([F:34])[C:24]1[CH:25]=[CH:26][C:27]([S:30]([O:1][CH:2]2[CH2:3][CH2:4][N:5]([C:8]([O:10][C:11]([CH3:14])([CH3:13])[CH3:12])=[O:9])[CH2:6][CH2:7]2)(=[O:32])=[O:31])=[CH:28][CH:29]=1.